This data is from Catalyst prediction with 721,799 reactions and 888 catalyst types from USPTO. The task is: Predict which catalyst facilitates the given reaction. (1) Reactant: C[O:2][C:3]([C:5]1[CH:14]=[C:13]([O:15]COCC[Si](C)(C)C)[C:12]2[C:7](=[C:8]([Br:26])[CH:9]=[C:10]([O:24][CH3:25])[CH:11]=2)[N:6]=1)=[O:4].O1CCCC1.O.O.[OH-].[Li+]. Product: [Br:26][C:8]1[CH:9]=[C:10]([O:24][CH3:25])[CH:11]=[C:12]2[C:7]=1[NH:6][C:5]([C:3]([OH:4])=[O:2])=[CH:14][C:13]2=[O:15]. The catalyst class is: 5. (2) Reactant: [CH2:1]([Li])[CH2:2][CH2:3][CH3:4]. Product: [CH2:4]=[C:3]1[C:4]2([CH2:4][CH2:3][CH2:2][CH2:1]2)[CH:3]2[CH2:1][CH:2]1[CH2:1][CH2:2]2. The catalyst class is: 307. (3) Reactant: [CH:1]1([S:4]([C:7]2[CH:12]=[CH:11][C:10]([CH:13]([C:21]3[NH:25][C:24]([C:26]4[N:31]=[CH:30][C:29]([CH:32]=[O:33])=[CH:28][CH:27]=4)=[CH:23][CH:22]=3)[CH2:14][CH:15]3[CH2:20][CH2:19][O:18][CH2:17][CH2:16]3)=[CH:9][CH:8]=2)(=[O:6])=[O:5])[CH2:3][CH2:2]1.[CH3:34][CH2:35][CH2:36][Mg]Br.O. Product: [CH:1]1([S:4]([C:7]2[CH:8]=[CH:9][C:10]([CH:13]([C:21]3[NH:25][C:24]([C:26]4[N:31]=[CH:30][C:29]([CH:32]([OH:33])[CH:35]([CH3:36])[CH3:34])=[CH:28][CH:27]=4)=[CH:23][CH:22]=3)[CH2:14][CH:15]3[CH2:16][CH2:17][O:18][CH2:19][CH2:20]3)=[CH:11][CH:12]=2)(=[O:6])=[O:5])[CH2:3][CH2:2]1. The catalyst class is: 7. (4) Reactant: [NH2:1][C:2]1[CH:3]=[C:4]([CH:21]=[CH:22][CH:23]=1)[O:5][C:6]1[CH:7]=[CH:8][C:9]2[N:10]([CH:12]=[C:13]([NH:15][C:16]([CH:18]3[CH2:20][CH2:19]3)=[O:17])[N:14]=2)[N:11]=1.[F:24][C:25]([F:36])([F:35])[C:26]1[CH:27]=[C:28]([CH:32]=[CH:33][CH:34]=1)[C:29](O)=[O:30].Cl.CN(C)CCCN=C=NCC.ON1C2C=CC=CC=2N=N1. Product: [CH:18]1([C:16]([NH:15][C:13]2[N:14]=[C:9]3[CH:8]=[CH:7][C:6]([O:5][C:4]4[CH:3]=[C:2]([NH:1][C:29](=[O:30])[C:28]5[CH:32]=[CH:33][CH:34]=[C:26]([C:25]([F:24])([F:35])[F:36])[CH:27]=5)[CH:23]=[CH:22][CH:21]=4)=[N:11][N:10]3[CH:12]=2)=[O:17])[CH2:20][CH2:19]1. The catalyst class is: 9. (5) Reactant: [C:1](N1C=CN=C1)([N:3]1C=CN=C1)=[O:2].[CH3:13][CH:14]([NH2:29])[CH2:15][O:16][CH2:17][CH:18]([O:20][CH2:21][CH:22]([O:24][CH2:25][CH:26]([NH2:28])[CH3:27])[CH3:23])[CH3:19].O. Product: [CH3:13][CH:14]([NH2:29])[CH2:15][O:16][CH2:17][CH:18]([O:20][CH2:21][CH:22]([O:24][CH2:25][CH:26]([NH2:28])[CH3:27])[CH3:23])[CH3:19].[N-:3]=[C:1]=[O:2]. The catalyst class is: 13. (6) Reactant: N1C=CC=CC=1NC1C=CC=CC=1N.CC(C)C=CC([Cl:21])=O.[N:23]1[CH:28]=[CH:27][CH:26]=[CH:25][C:24]=1[N:29]1[C:33]2[CH:34]=[CH:35][CH:36]=[CH:37][C:32]=2[N:31]=[C:30]1/[CH:38]=[CH:39]/[C:40]1[CH:45]=CC=C[CH:41]=1.Cl. Product: [ClH:21].[CH3:41][CH:40]([CH3:45])/[CH:39]=[CH:38]/[C:30]1[N:29]([C:24]2[CH:25]=[CH:26][CH:27]=[CH:28][N:23]=2)[C:33]2[CH:34]=[CH:35][CH:36]=[CH:37][C:32]=2[N:31]=1. The catalyst class is: 5.